From a dataset of Catalyst prediction with 721,799 reactions and 888 catalyst types from USPTO. Predict which catalyst facilitates the given reaction. (1) Reactant: [C:1]([O:5][C:6](=[O:15])[CH2:7]/[N:8]=[CH:9]/[CH2:10][C:11]([CH3:14])([CH3:13])[CH3:12])([CH3:4])([CH3:3])[CH3:2].[Br:16][C:17]1[CH:18]=[CH:19][C:20](/[C:23](=[CH:26]/[C:27]2[CH:32]=[CH:31][CH:30]=[C:29]([Cl:33])[C:28]=2[F:34])/[C:24]#[N:25])=[N:21][CH:22]=1.C(N(CC)CC)C. Product: [C:1]([O:5][C:6]([CH:7]1[CH:26]([C:27]2[CH:32]=[CH:31][CH:30]=[C:29]([Cl:33])[C:28]=2[F:34])[C:23]([C:20]2[CH:19]=[CH:18][C:17]([Br:16])=[CH:22][N:21]=2)([C:24]#[N:25])[CH:9]([CH2:10][C:11]([CH3:14])([CH3:13])[CH3:12])[NH:8]1)=[O:15])([CH3:4])([CH3:3])[CH3:2]. The catalyst class is: 4. (2) Reactant: [NH2:1][C:2]1[C:3]([Cl:25])=[C:4]([C:21]([CH3:24])=[CH:22][CH:23]=1)[O:5][C:6]1[CH:7]=[CH:8][C:9]2[N:10]([CH:12]=[C:13]([NH:15][C:16]([CH:18]3[CH2:20][CH2:19]3)=[O:17])[N:14]=2)[N:11]=1.[F:26][C:27]([F:38])([F:37])[C:28]1[CH:29]=[C:30]([CH:34]=[CH:35][CH:36]=1)[C:31](Cl)=[O:32]. Product: [Cl:25][C:3]1[C:4]([O:5][C:6]2[CH:7]=[CH:8][C:9]3[N:10]([CH:12]=[C:13]([NH:15][C:16]([CH:18]4[CH2:19][CH2:20]4)=[O:17])[N:14]=3)[N:11]=2)=[C:21]([CH3:24])[CH:22]=[CH:23][C:2]=1[NH:1][C:31](=[O:32])[C:30]1[CH:34]=[CH:35][CH:36]=[C:28]([C:27]([F:26])([F:37])[F:38])[CH:29]=1. The catalyst class is: 60. (3) Reactant: [N+:1]([C:4]1[CH:21]=[CH:20][C:7]([C:8]([O:10][C:11]2[CH:16]=[CH:15][C:14]([N+:17]([O-])=O)=[CH:13][CH:12]=2)=[O:9])=[CH:6][CH:5]=1)([O-])=O.[H][H]. Product: [NH2:1][C:4]1[CH:21]=[CH:20][C:7]([C:8]([O:10][C:11]2[CH:16]=[CH:15][C:14]([NH2:17])=[CH:13][CH:12]=2)=[O:9])=[CH:6][CH:5]=1. The catalyst class is: 78.